From a dataset of Catalyst prediction with 721,799 reactions and 888 catalyst types from USPTO. Predict which catalyst facilitates the given reaction. (1) Reactant: [Cl:1][C:2]1[N:3]=[C:4]2[CH:12]=[C:11]([Cl:13])[CH:10]=[N:9][C:5]2=[N:6][C:7]=1Cl.[NH:14]1[CH2:17][CH:16]([N:18]([CH3:26])[C:19](=[O:25])[O:20][C:21]([CH3:24])([CH3:23])[CH3:22])[CH2:15]1. Product: [Cl:1][C:2]1[N:3]=[C:4]2[CH:12]=[C:11]([Cl:13])[CH:10]=[N:9][C:5]2=[N:6][C:7]=1[N:14]1[CH2:17][CH:16]([N:18]([CH3:26])[C:19](=[O:25])[O:20][C:21]([CH3:22])([CH3:23])[CH3:24])[CH2:15]1. The catalyst class is: 2. (2) Product: [F:31][C:22]1[CH:21]=[C:20]([C@@H:12]([C:13]2[C:18]([F:19])=[CH:17][CH:16]=[CH:15][N:14]=2)[NH:11][C:9]([C:4]2[N:5]=[CH:6][C:7]3[O:8][C:33](=[O:35])[NH:1][C:2]=3[CH:3]=2)=[O:10])[CH:25]=[CH:24][C:23]=1[O:26][C:27]([F:28])([F:29])[F:30]. The catalyst class is: 134. Reactant: [NH2:1][C:2]1[C:7]([OH:8])=[CH:6][N:5]=[C:4]([C:9]([NH:11][C@@H:12]([C:20]2[CH:25]=[CH:24][C:23]([O:26][C:27]([F:30])([F:29])[F:28])=[C:22]([F:31])[CH:21]=2)[C:13]2[C:18]([F:19])=[CH:17][CH:16]=[CH:15][N:14]=2)=[O:10])[CH:3]=1.Cl[C:33](Cl)([O:35]C(=O)OC(Cl)(Cl)Cl)Cl.CCOC(C)=O. (3) Reactant: [NH:1]1[CH:5]=[CH:4][N:3]=[CH:2]1.[H-].[Na+].Cl[C:9]1[C:14]([I:15])=[CH:13][N:12]=[CH:11][N:10]=1. Product: [N:1]1([C:9]2[C:14]([I:15])=[CH:13][N:12]=[CH:11][N:10]=2)[CH:5]=[CH:4][N:3]=[CH:2]1. The catalyst class is: 1. (4) Reactant: [CH:1]([CH:4]1[CH2:9][C:8](=[O:10])[CH2:7][C:6](=[O:11])[CH2:5]1)([CH3:3])[CH3:2].[Cl:12][C:13]1[CH:14]=[C:15]([N:20]=[C:21]=[O:22])[CH:16]=[CH:17][C:18]=1[Cl:19]. Product: [Cl:12][C:13]1[CH:14]=[C:15]([NH:20][C:21]([CH:7]2[C:6](=[O:11])[CH2:5][CH:4]([CH:1]([CH3:3])[CH3:2])[CH2:9][C:8]2=[O:10])=[O:22])[CH:16]=[CH:17][C:18]=1[Cl:19]. The catalyst class is: 635. (5) Reactant: [N:1]1([C:7]2[C:8]3[N:16]=[C:15]([Cl:17])[CH:14]=[CH:13][C:9]=3[N:10]=[CH:11][N:12]=2)[CH2:6][CH2:5][NH:4][CH2:3][CH2:2]1.[C:18]1([CH3:27])[CH:23]=[CH:22][CH:21]=[C:20]([N:24]=[C:25]=[O:26])[CH:19]=1. Product: [CH3:27][C:18]1[CH:19]=[C:20]([NH:24][C:25]([CH:2]2[CH2:3][NH:4][CH2:5][CH2:6][N:1]2[C:7]2[C:8]3[N:16]=[C:15]([Cl:17])[CH:14]=[CH:13][C:9]=3[N:10]=[CH:11][N:12]=2)=[O:26])[CH:21]=[CH:22][CH:23]=1. The catalyst class is: 4. (6) Reactant: [Cl:1][C:2]1[CH:7]=[CH:6][CH:5]=[C:4]([Cl:8])[C:3]=1[NH:9][C:10]1[CH:15]=[CH:14][CH:13]=[CH:12][C:11]=1[CH2:16][C:17]([O:19][C:20]1[CH:25]=[CH:24][C:23]([C:26](=O)[NH2:27])=[CH:22][CH:21]=1)=[O:18].COC1C=CC(P2(SP(C3C=CC(OC)=CC=3)(=S)S2)=[S:38])=CC=1. Product: [C:26]([C:23]1[CH:24]=[CH:25][C:20]([O:19][C:17](=[O:18])[CH2:16][C:11]2[CH:12]=[CH:13][CH:14]=[CH:15][C:10]=2[NH:9][C:3]2[C:2]([Cl:1])=[CH:7][CH:6]=[CH:5][C:4]=2[Cl:8])=[CH:21][CH:22]=1)(=[S:38])[NH2:27]. The catalyst class is: 48. (7) Reactant: [F:1][C:2]1[CH:22]=[C:21]([N+:23]([O-])=O)[CH:20]=[CH:19][C:3]=1[O:4][C:5]1[C:14]2[C:9](=[CH:10][C:11]([O:17][CH3:18])=[C:12]([O:15][CH3:16])[CH:13]=2)[N:8]=[CH:7][CH:6]=1.[NH4+].[Cl-]. Product: [CH3:16][O:15][C:12]1[CH:13]=[C:14]2[C:9](=[CH:10][C:11]=1[O:17][CH3:18])[N:8]=[CH:7][CH:6]=[C:5]2[O:4][C:3]1[CH:19]=[CH:20][C:21]([NH2:23])=[CH:22][C:2]=1[F:1]. The catalyst class is: 314.